From a dataset of Full USPTO retrosynthesis dataset with 1.9M reactions from patents (1976-2016). Predict the reactants needed to synthesize the given product. (1) Given the product [CH:20]1([C:18]2[N:19]=[C:15]3[C:14]([O:23][CH3:24])=[CH:13][CH:12]=[C:11]([C:9](=[O:10])[CH:8]([CH3:25])[CH2:7][C:6]([OH:26])=[O:5])[N:16]3[N:17]=2)[CH2:22][CH2:21]1, predict the reactants needed to synthesize it. The reactants are: C([O:5][C:6](=[O:26])[CH2:7][CH:8]([CH3:25])[C:9]([C:11]1[N:16]2[N:17]=[C:18]([CH:20]3[CH2:22][CH2:21]3)[N:19]=[C:15]2[C:14]([O:23][CH3:24])=[CH:13][CH:12]=1)=[O:10])(C)(C)C. (2) Given the product [CH:19]1([C:22]2[CH:23]=[C:24]([CH3:34])[C:25]([N:28]3[CH2:29][CH2:30][N:31]([C:11]([C:10]4[CH:9]=[N:8][C:7]([N:3]5[CH2:4][CH2:5][CH2:6][S:2]5(=[O:1])=[O:18])=[CH:17][CH:16]=4)=[O:13])[CH2:32][CH2:33]3)=[N:26][CH:27]=2)[CH2:21][CH2:20]1, predict the reactants needed to synthesize it. The reactants are: [O:1]=[S:2]1(=[O:18])[CH2:6][CH2:5][CH2:4][N:3]1[C:7]1[CH:17]=[CH:16][C:10]([C:11]([O:13]CC)=O)=[CH:9][N:8]=1.[CH:19]1([C:22]2[CH:23]=[C:24]([CH3:34])[C:25]([N:28]3[CH2:33][CH2:32][NH:31][CH2:30][CH2:29]3)=[N:26][CH:27]=2)[CH2:21][CH2:20]1. (3) Given the product [CH3:21][O:20][C:18](=[O:19])[C:17]1[CH:22]=[C:13]([O:12][C:11]2[CH:34]=[CH:35][C:36]([NH:37][S:38]([C:41]3[CH:42]=[CH:43][C:44]([CH3:47])=[CH:45][CH:46]=3)(=[O:39])=[O:40])=[C:9]([NH:8][CH3:1])[CH:10]=2)[CH:14]=[CH:15][C:16]=1[NH:23][S:24]([C:27]1[CH:28]=[CH:29][C:30]([CH3:33])=[CH:31][CH:32]=1)(=[O:26])=[O:25], predict the reactants needed to synthesize it. The reactants are: [CH2:1]([N:8](C)[C:9]1[CH:10]=[C:11]([CH:34]=[CH:35][C:36]=1[NH:37][S:38]([C:41]1[CH:46]=[CH:45][C:44]([CH3:47])=[CH:43][CH:42]=1)(=[O:40])=[O:39])[O:12][C:13]1[CH:14]=[CH:15][C:16]([NH:23][S:24]([C:27]2[CH:32]=[CH:31][C:30]([CH3:33])=[CH:29][CH:28]=2)(=[O:26])=[O:25])=[C:17]([CH:22]=1)[C:18]([O:20][CH3:21])=[O:19])C1C=CC=CC=1.[H][H]. (4) The reactants are: [Cl:1][C:2]1[CH:7]=[CH:6][CH:5]=[CH:4][C:3]=1[CH:8]([O:10][C:11](=[O:34])[NH:12][C:13]1[C:14]([CH3:33])=[N:15][O:16][C:17]=1[C:18]1[CH:23]=[CH:22][CH:21]=[C:20](B2OC(C)(C)C(C)(C)O2)[CH:19]=1)[CH3:9].[CH2:35]([O:37][C:38]([CH:40]1[CH2:45][CH2:44][C:43](OS(C(F)(F)F)(=O)=O)=[CH:42][CH2:41]1)=[O:39])[CH3:36].C(=O)([O-])[O-].[Na+].[Na+]. Given the product [CH2:35]([O:37][C:38]([CH:40]1[CH2:45][CH2:44][C:43]([C:20]2[CH:21]=[CH:22][CH:23]=[C:18]([C:17]3[O:16][N:15]=[C:14]([CH3:33])[C:13]=3[NH:12][C:11]([O:10][CH:8]([C:3]3[CH:4]=[CH:5][CH:6]=[CH:7][C:2]=3[Cl:1])[CH3:9])=[O:34])[CH:19]=2)=[CH:42][CH2:41]1)=[O:39])[CH3:36], predict the reactants needed to synthesize it. (5) The reactants are: [CH3:1][O:2][C:3]1[N:8]2[N:9]=[C:10]([C:12]([F:15])([F:14])[F:13])[CH:11]=[C:7]2[C:6]([CH:16]=[O:17])=[CH:5][CH:4]=1.O.O.P([O-])(O)(O)=[O:21].[Na+].CC(=CC)C.Cl([O-])=O.[Na+].[OH-].[Na+]. Given the product [CH3:1][O:2][C:3]1[N:8]2[N:9]=[C:10]([C:12]([F:15])([F:13])[F:14])[CH:11]=[C:7]2[C:6]([C:16]([OH:21])=[O:17])=[CH:5][CH:4]=1, predict the reactants needed to synthesize it. (6) Given the product [CH3:1][S:2]([N:5]1[CH2:6][CH:7]=[C:8]([C:11]2[CH:12]=[C:13]3[CH2:19][C@H:18]([CH:20]4[CH2:25][CH2:24][N:23]([C:27]5[CH:32]=[CH:31][C:30]([C:33]([F:36])([F:35])[F:34])=[CH:29][N:28]=5)[CH2:22][CH2:21]4)[O:17][C:14]3=[CH:15][N:16]=2)[CH2:9][CH2:10]1)(=[O:3])=[O:4], predict the reactants needed to synthesize it. The reactants are: [CH3:1][S:2]([N:5]1[CH2:10][CH:9]=[C:8]([C:11]2[CH:12]=[C:13]3[CH2:19][C@H:18]([CH:20]4[CH2:25][CH2:24][NH:23][CH2:22][CH2:21]4)[O:17][C:14]3=[CH:15][N:16]=2)[CH2:7][CH2:6]1)(=[O:4])=[O:3].Cl[C:27]1[CH:32]=[CH:31][C:30]([C:33]([F:36])([F:35])[F:34])=[CH:29][N:28]=1. (7) Given the product [CH3:1][C:2]1[C:3]([C:30]2[CH:31]=[CH:32][CH:33]=[CH:34][CH:35]=2)=[C:4]([O:14][C:15]2[CH:16]=[CH:17][C:18]([O:21][CH2:22][CH2:23][CH2:24][C:25]([OH:27])=[O:26])=[CH:19][CH:20]=2)[C:5]2[C:10]([CH:11]=1)=[CH:9][C:8]([O:12][CH3:13])=[CH:7][CH:6]=2, predict the reactants needed to synthesize it. The reactants are: [CH3:1][C:2]1[C:3]([C:30]2[CH:35]=[CH:34][CH:33]=[CH:32][CH:31]=2)=[C:4]([O:14][C:15]2[CH:20]=[CH:19][C:18]([O:21][CH2:22][CH2:23][CH2:24][C:25]([O:27]CC)=[O:26])=[CH:17][CH:16]=2)[C:5]2[C:10]([CH:11]=1)=[CH:9][C:8]([O:12][CH3:13])=[CH:7][CH:6]=2.[OH-].[Na+].Cl. (8) Given the product [NH2:9][C:3]1[N:4]=[CH:5][N:6]=[C:7]([O:26][CH:27]2[CH2:28][C:29]3([CH2:30][N:31]([C:33](=[O:35])/[CH:48]=[CH:47]/[CH2:46][N:44]4[CH2:45][C:42]([F:52])([F:41])[CH2:43]4)[CH2:32]3)[CH2:40]2)[C:2]=1[C:14]1[CH:15]=[CH:16][C:11]([O:10][C:17]2[CH:22]=[CH:21][CH:20]=[CH:19][CH:18]=2)=[CH:12][CH:13]=1, predict the reactants needed to synthesize it. The reactants are: Cl[C:2]1[C:3]([NH2:9])=[N:4][CH:5]=[N:6][C:7]=1Cl.[O:10]([C:17]1[CH:22]=[CH:21][C:20](B(O)O)=[CH:19][CH:18]=1)[C:11]1[CH:16]=[CH:15][CH:14]=[CH:13][CH:12]=1.[OH:26][CH:27]1[CH2:40][C:29]2([CH2:32][N:31]([C:33]([O:35]C(C)(C)C)=O)[CH2:30]2)[CH2:28]1.[F:41][C:42]1([F:52])[CH2:45][N:44]([CH2:46]/[CH:47]=[CH:48]/C(O)=O)[CH2:43]1. (9) Given the product [CH2:5]([C:8]1[CH:13]=[CH:12][CH:11]=[CH:10][C:9]=1[OH:17])[CH:6]=[CH2:7], predict the reactants needed to synthesize it. The reactants are: B(Br)(Br)Br.[CH2:5]([C:8]1[CH:13]=[CH:12][C:11](OC)=[CH:10][CH:9]=1)[CH:6]=[CH2:7].C(=O)([O-])[O-:17].[Na+].[Na+].O. (10) Given the product [CH:17]1([NH:16][C:14](=[O:15])[C:13]2[CH:20]=[CH:21][C:22]([CH3:23])=[C:11]([C:9]3[S:8][C:7]4=[C:2]([N:27]5[CH2:28][CH2:29][NH:24][C:25](=[O:30])[CH2:26]5)[N:3]=[N:4][CH:5]=[C:6]4[CH:10]=3)[CH:12]=2)[CH2:19][CH2:18]1, predict the reactants needed to synthesize it. The reactants are: Cl[C:2]1[N:3]=[N:4][CH:5]=[C:6]2[CH:10]=[C:9]([C:11]3[CH:12]=[C:13]([CH:20]=[CH:21][C:22]=3[CH3:23])[C:14]([NH:16][CH:17]3[CH2:19][CH2:18]3)=[O:15])[S:8][C:7]=12.[NH:24]1[CH2:29][CH2:28][NH:27][CH2:26][C:25]1=[O:30].C(N(CC)C(C)C)(C)C.